From a dataset of Reaction yield outcomes from USPTO patents with 853,638 reactions. Predict the reaction yield, written as a fraction of the theoretical maximum amount of product (1.0 means a 100% yield; for example, 0.34 means a 34% yield). The reactants are [F:1][C:2]([F:11])([F:10])[C:3]1[N:8]=[CH:7][C:6]([OH:9])=[CH:5][CH:4]=1.F[C:13]1[CH:20]=[CH:19][C:16]([CH:17]=[O:18])=[CH:15][CH:14]=1.C([O-])([O-])=O.[K+].[K+]. The catalyst is CN(C=O)C.O. The product is [F:11][C:2]([F:1])([F:10])[C:3]1[N:8]=[CH:7][C:6]([O:9][C:13]2[CH:20]=[CH:19][C:16]([CH:17]=[O:18])=[CH:15][CH:14]=2)=[CH:5][CH:4]=1. The yield is 1.00.